Dataset: Experimentally validated miRNA-target interactions with 360,000+ pairs, plus equal number of negative samples. Task: Binary Classification. Given a miRNA mature sequence and a target amino acid sequence, predict their likelihood of interaction. (1) The miRNA is cel-miR-356a with sequence UUGAGCAACGCGAACAAAUCA. The protein sequence of the target gene is MSMILFASIVRVRDGLPLSASTDFYYAQEFLECRRQLKTLAQRLARHPGRGCAESCDFLIYFSSSGDVACMAICSRQCPAAMAFCFLEALWWDFIASYDTTCVGLASRPYAFLEFDSVIQKTKWHFNHMSSSQMKSGLEKIQEELEFQPPAVLSLEDTDVANGMLNGHTPVHSEPAPNLRMKPVTALGVLSLVLNIMCAALNLIRGVHLAEHSLQVAQEEVGNILAFFIPSVACIVQCYLYLFYSPARTLKVLLMLASICLGNAYLHGLRNTWQILFHVGVAFLSSYQILTRQLQERQSD.... Result: 0 (no interaction). (2) The miRNA is mmu-miR-5627-3p with sequence ACAGGGCUCUCCGGCGCCCCUCGU. The protein sequence of the target gene is MSRKASENVEYTLRSLSSLMGERRRKQPEPDAASAAGECSLLAAAESSTSLQSAGAGGGGVGDLERAARRQFQQDETPAFVYVVAVFSALGGFLFGYDTGVVSGAMLLLKRQLSLDALWQELLVSSTVGAAAVSALAGGALNGVFGRRAAILLASALFTAGSAVLAAANNKETLLAGRLVVGLGIGIASMTVPVYIAEVSPPNLRGRLVTINTLFITGGQFFASVVDGAFSYLQKDGWRYMLGLAAVPAVIQFFGFLFLPESPRWLIQKGQTQKARRILSQMRGNQTIDEEYDSIKNNIE.... Result: 0 (no interaction).